This data is from Full USPTO retrosynthesis dataset with 1.9M reactions from patents (1976-2016). The task is: Predict the reactants needed to synthesize the given product. (1) Given the product [Cl:9][C:10]1[CH:11]=[C:12]([CH:25]=[CH:26][C:27]=1[O:28][CH2:29][C:30]1[CH:35]=[CH:34][CH:33]=[CH:32][N:31]=1)[NH:13][C:14]1[N:15]=[CH:16][C:25]2[C:12](=[CH:11][CH:10]=[CH:27][C:26]=2[O:8][CH2:7][CH2:6][N:1]2[CH2:5][CH2:4][CH2:3][CH2:2]2)[N:13]=1, predict the reactants needed to synthesize it. The reactants are: [N:1]1([CH2:6][CH2:7][OH:8])[CH2:5][CH2:4][CH2:3][CH2:2]1.[Cl:9][C:10]1[CH:11]=[C:12]([CH:25]=[CH:26][C:27]=1[O:28][CH2:29][C:30]1[CH:35]=[CH:34][CH:33]=[CH:32][N:31]=1)[NH:13][C:14]1C2C(=CC=CC=2F)N=[CH:16][N:15]=1. (2) Given the product [Cl:15][C:14]1[C:2]([C:22]2[CH:21]=[N:20][C:19]([F:33])=[C:18]([Cl:17])[CH:23]=2)=[CH:3][C:4]([F:16])=[C:5]([CH:13]=1)[C:6]([NH:8][S:9]([CH3:12])(=[O:11])=[O:10])=[O:7], predict the reactants needed to synthesize it. The reactants are: Br[C:2]1[C:14]([Cl:15])=[CH:13][C:5]([C:6]([NH:8][S:9]([CH3:12])(=[O:11])=[O:10])=[O:7])=[C:4]([F:16])[CH:3]=1.[Cl:17][C:18]1[C:19]([F:33])=[N:20][CH:21]=[C:22](B2OC(C)(C)C(C)(C)O2)[CH:23]=1.C([O-])([O-])=O.[Na+].[Na+].Cl. (3) The reactants are: Cl[C:2]1[N:7]=[C:6]([NH:8][CH:9]2[CH2:25][CH2:24][C:12]3([CH2:16][N:15]([C:17]([O:19][C:20]([CH3:23])([CH3:22])[CH3:21])=[O:18])[CH2:14][CH2:13]3)[CH2:11][CH2:10]2)[CH:5]=[CH:4][N:3]=1.[CH3:26][N:27]1[CH:31]=[C:30]([NH2:32])[CH:29]=[N:28]1.CCN(C(C)C)C(C)C. Given the product [CH3:26][N:27]1[CH:31]=[C:30]([NH:32][C:2]2[N:7]=[C:6]([NH:8][CH:9]3[CH2:10][CH2:11][C:12]4([CH2:16][N:15]([C:17]([O:19][C:20]([CH3:22])([CH3:21])[CH3:23])=[O:18])[CH2:14][CH2:13]4)[CH2:24][CH2:25]3)[CH:5]=[CH:4][N:3]=2)[CH:29]=[N:28]1, predict the reactants needed to synthesize it. (4) Given the product [Cl:1][C:2]1[CH:7]=[C:6]([Cl:8])[CH:5]=[CH:4][C:3]=1[CH2:9][N:10]1[C:11]([OH:31])=[C:12]([C:27]([NH:35][C:34]2[CH:36]=[CH:37][CH:38]=[C:39]([F:40])[C:33]=2[F:32])=[O:28])[C:13]([OH:26])=[C:14]([C:17]([NH:19][CH2:20][C:21]([OH:23])=[O:22])=[O:18])[C:15]1=[O:16], predict the reactants needed to synthesize it. The reactants are: [Cl:1][C:2]1[CH:7]=[C:6]([Cl:8])[CH:5]=[CH:4][C:3]=1[CH2:9][N:10]1[C:15](=[O:16])[C:14]([C:17]([NH:19][CH2:20][C:21]([O:23]CC)=[O:22])=[O:18])=[C:13]([OH:26])[C:12]([C:27](OC)=[O:28])=[C:11]1[OH:31].[F:32][C:33]1[C:39]([F:40])=[CH:38][CH:37]=[CH:36][C:34]=1[NH2:35]. (5) Given the product [CH:5]1[C:6]([N+:7]([O-:9])=[O:8])=[CH:1][CH:2]=[C:3]([OH:10])[CH:4]=1, predict the reactants needed to synthesize it. The reactants are: [CH:1]1[C:6]([N+:7]([O-:9])=[O:8])=[CH:5][CH:4]=[C:3]([O:10][C@@H]2O[C@H](CO)[C@@H](O[C@@H]3O[C@H](CO)[C@@H](O)[C@H](O)[C@H]3O)[C@H](O)[C@H]2O)[CH:2]=1.C(O)[C@H]1OC(=O)[C@H](O)[C@@H](O)[C@@H]1O.C(O)(=O)C.[Na].NCC(O)=O. (6) The reactants are: [CH3:1][N:2]([CH3:16])[CH2:3][CH2:4][C:5]([C:7]1[CH:12]=[CH:11][C:10]([N+:13]([O-])=O)=[CH:9][CH:8]=1)=O.Cl.[H][H]. Given the product [CH3:16][N:2]([CH3:1])[CH2:3][CH2:4][CH2:5][C:7]1[CH:8]=[CH:9][C:10]([NH2:13])=[CH:11][CH:12]=1, predict the reactants needed to synthesize it.